This data is from Forward reaction prediction with 1.9M reactions from USPTO patents (1976-2016). The task is: Predict the product of the given reaction. (1) Given the reactants [CH2:1]([NH:8][CH:9]1[CH2:14][CH2:13][CH:12]([C:15]2[CH:25]=[CH:24][C:18]([C:19]([O:21][CH2:22][CH3:23])=[O:20])=[CH:17][CH:16]=2)[CH2:11][CH2:10]1)[C:2]1[CH:7]=[CH:6][CH:5]=[CH:4][CH:3]=1.[CH2:26]([O:33][C:34]1[CH:39]=[CH:38][C:37]([O:40][CH2:41][C@H:42]2[O:44][CH2:43]2)=[CH:36][C:35]=1[S:45]([CH3:48])(=[O:47])=[O:46])[C:27]1[CH:32]=[CH:31][CH:30]=[CH:29][CH:28]=1.Cl, predict the reaction product. The product is: [CH2:1]([N:8]([CH2:43][C@H:42]([OH:44])[CH2:41][O:40][C:37]1[CH:38]=[CH:39][C:34]([O:33][CH2:26][C:27]2[CH:32]=[CH:31][CH:30]=[CH:29][CH:28]=2)=[C:35]([S:45]([CH3:48])(=[O:47])=[O:46])[CH:36]=1)[C@H:9]1[CH2:10][CH2:11][C@H:12]([C:15]2[CH:16]=[CH:17][C:18]([C:19]([O:21][CH2:22][CH3:23])=[O:20])=[CH:24][CH:25]=2)[CH2:13][CH2:14]1)[C:2]1[CH:3]=[CH:4][CH:5]=[CH:6][CH:7]=1. (2) Given the reactants [CH3:1][C:2]1[C:6]([C:7]2[C:8]([C:15]3[CH:20]=[CH:19][C:18]([OH:21])=[CH:17][CH:16]=3)=[N:9][N:10]([CH3:14])[C:11]=2[C:12]#[N:13])=[C:5]([CH3:22])[O:4][N:3]=1.[NH2:23][OH:24].CCOC(C)=O.O, predict the reaction product. The product is: [CH3:1][C:2]1[C:6]([C:7]2[C:8]([C:15]3[CH:20]=[CH:19][C:18]([OH:21])=[CH:17][CH:16]=3)=[N:9][N:10]([CH3:14])[C:11]=2[C:12](=[N:23][OH:24])[NH2:13])=[C:5]([CH3:22])[O:4][N:3]=1. (3) Given the reactants [F:1][C:2]([F:28])([F:27])/[C:3](/[C:18]1[CH:23]=[C:22]([Cl:24])[C:21]([Cl:25])=[C:20]([Cl:26])[CH:19]=1)=[CH:4]/[C:5]([O:7][C@@H:8]1[CH2:13][C@H:12]([CH3:14])[CH2:11][CH2:10][C@H:9]1[CH:15]([CH3:17])[CH3:16])=[O:6].[N+:29]([CH2:31][C:32]1[CH:37]=[CH:36][CH:35]=[CH:34][CH:33]=1)#[C-:30].C1(C)C=CC=CC=1, predict the reaction product. The product is: [C:32]1([CH:31]2[CH:4]([C:5]([O:7][C@@H:8]3[CH2:13][C@H:12]([CH3:14])[CH2:11][CH2:10][C@H:9]3[CH:15]([CH3:17])[CH3:16])=[O:6])[C:3]([C:18]3[CH:19]=[C:20]([Cl:26])[C:21]([Cl:25])=[C:22]([Cl:24])[CH:23]=3)([C:2]([F:1])([F:27])[F:28])[CH:30]=[N:29]2)[CH:37]=[CH:36][CH:35]=[CH:34][CH:33]=1.